From a dataset of Reaction yield outcomes from USPTO patents with 853,638 reactions. Predict the reaction yield, written as a fraction of the theoretical maximum amount of product (1.0 means a 100% yield; for example, 0.34 means a 34% yield). (1) The reactants are [CH3:1][C:2]([CH3:9])([CH3:8])[C:3](=O)[CH2:4][C:5]#[N:6].Cl.[C:11]1([CH3:19])[CH:16]=[CH:15][C:14]([NH:17][NH2:18])=[CH:13][CH:12]=1.Cl. The catalyst is CCO. The product is [C:2]([C:3]1[CH:4]=[C:5]([NH2:6])[N:17]([C:14]2[CH:15]=[CH:16][C:11]([CH3:19])=[CH:12][CH:13]=2)[N:18]=1)([CH3:9])([CH3:8])[CH3:1]. The yield is 0.590. (2) The reactants are [OH-].[Li+].CO[C:5](=[O:14])[C:6]1[CH:11]=[CH:10][C:9]([Br:12])=[CH:8][C:7]=1F.[C:15]([O:19][CH3:20])(=[O:18])[CH2:16][SH:17].Cl. The catalyst is CN(C=O)C.O. The product is [CH3:20][O:19][C:15]([C:16]1[S:17][C:7]2[CH:8]=[C:9]([Br:12])[CH:10]=[CH:11][C:6]=2[C:5]=1[OH:14])=[O:18]. The yield is 0.720. (3) The yield is 0.300. The product is [C:14]([O:18][C:19](=[O:28])[NH:20][C:21]1[CH:22]=[N:23][C:24]([Cl:27])=[CH:25][C:26]=1[I:29])([CH3:17])([CH3:15])[CH3:16]. The reactants are CN(CCN(C)C)C.[Li]CCCC.[C:14]([O:18][C:19](=[O:28])[NH:20][C:21]1[CH:22]=[N:23][C:24]([Cl:27])=[CH:25][CH:26]=1)([CH3:17])([CH3:16])[CH3:15].[I:29]I. The catalyst is CCOCC.